Dataset: Full USPTO retrosynthesis dataset with 1.9M reactions from patents (1976-2016). Task: Predict the reactants needed to synthesize the given product. (1) Given the product [Cl:1][C:2]1[CH:10]=[C:9]2[C:5]([C:6]([C:36]#[N:37])=[C:7]([C:12]3[CH:13]=[C:14]([CH2:18][NH:19][S:20]([CH2:23][CH2:24][NH2:25])(=[O:22])=[O:21])[CH:15]=[N:16][CH:17]=3)[N:8]2[CH3:11])=[CH:4][CH:3]=1, predict the reactants needed to synthesize it. The reactants are: [Cl:1][C:2]1[CH:10]=[C:9]2[C:5]([C:6]([C:36]#[N:37])=[C:7]([C:12]3[CH:13]=[C:14]([CH2:18][NH:19][S:20]([CH2:23][CH2:24][N:25]4C(=O)C5C(=CC=CC=5)C4=O)(=[O:22])=[O:21])[CH:15]=[N:16][CH:17]=3)[N:8]2[CH3:11])=[CH:4][CH:3]=1.NN.Cl. (2) Given the product [CH2:26]([N:10]1[C:9]2[N:8]=[C:7]([CH2:6][C:5]3[CH:4]=[CH:3][C:2]([NH:1][S:40]([C:35]4[CH:36]=[CH:37][CH:38]=[CH:39][C:34]=4[C:33]([F:32])([F:44])[F:45])(=[O:42])=[O:41])=[CH:31][CH:30]=3)[NH:15][C:14]=2[C:13](=[O:16])[N:12]([CH2:17][C:18]2[CH:23]=[CH:22][CH:21]=[CH:20][C:19]=2[F:24])[C:11]1=[O:25])[CH2:27][CH2:28][CH3:29], predict the reactants needed to synthesize it. The reactants are: [NH2:1][C:2]1[CH:31]=[CH:30][C:5]([CH2:6][C:7]2[NH:15][C:14]3[C:13](=[O:16])[N:12]([CH2:17][C:18]4[CH:23]=[CH:22][CH:21]=[CH:20][C:19]=4[F:24])[C:11](=[O:25])[N:10]([CH2:26][CH2:27][CH2:28][CH3:29])[C:9]=3[N:8]=2)=[CH:4][CH:3]=1.[F:32][C:33]([F:45])([F:44])[C:34]1[CH:39]=[CH:38][CH:37]=[CH:36][C:35]=1[S:40](Cl)(=[O:42])=[O:41]. (3) Given the product [Cl:1][C:2]1[C:3]([F:32])=[C:4]([C:23]2[CH:24]=[CH:25][C:26]([C:29]([N:51]([CH3:53])[CH3:52])=[O:31])=[N:27][CH:28]=2)[C:5]([O:20][CH2:21][CH3:22])=[C:6]([CH:8]([NH:10][C:11]2[N:19]=[CH:18][N:17]=[C:16]3[C:12]=2[N:13]=[CH:14][NH:15]3)[CH3:9])[CH:7]=1, predict the reactants needed to synthesize it. The reactants are: [Cl:1][C:2]1[C:3]([F:32])=[C:4]([C:23]2[CH:24]=[CH:25][C:26]([C:29]([OH:31])=O)=[N:27][CH:28]=2)[C:5]([O:20][CH2:21][CH3:22])=[C:6]([CH:8]([NH:10][C:11]2[N:19]=[CH:18][N:17]=[C:16]3[C:12]=2[N:13]=[CH:14][NH:15]3)[CH3:9])[CH:7]=1.F[P-](F)(F)(F)(F)F.N1(O[P+](N(C)C)(N(C)C)[N:51]([CH3:53])[CH3:52])C2C=CC=CC=2N=N1.CNC.C1COCC1.C(N(CC)CC)C. (4) Given the product [CH3:1][N:2]([CH3:19])[C:3]([N:5]1[CH2:11][CH2:10][C:9]2[CH:12]=[C:13]([NH2:16])[CH:14]=[CH:15][C:8]=2[CH2:7][CH2:6]1)=[O:4], predict the reactants needed to synthesize it. The reactants are: [CH3:1][N:2]([CH3:19])[C:3]([N:5]1[CH2:11][CH2:10][C:9]2[CH:12]=[C:13]([N+:16]([O-])=O)[CH:14]=[CH:15][C:8]=2[CH2:7][CH2:6]1)=[O:4].